This data is from Full USPTO retrosynthesis dataset with 1.9M reactions from patents (1976-2016). The task is: Predict the reactants needed to synthesize the given product. (1) Given the product [NH2:7][C:8]1[N:9]=[C:10]([O:25][CH:26]([CH3:28])[CH3:27])[C:11]2[CH:17]=[C:16]([C:18]3[CH:19]=[CH:20][C:21]([F:24])=[CH:22][CH:23]=3)[CH:15]=[N:14][C:12]=2[N:13]=1, predict the reactants needed to synthesize it. The reactants are: C([NH:7][C:8]1[N:9]=[C:10]([O:25][CH:26]([CH3:28])[CH3:27])[C:11]2[CH:17]=[C:16]([C:18]3[CH:23]=[CH:22][C:21]([F:24])=[CH:20][CH:19]=3)[CH:15]=[N:14][C:12]=2[N:13]=1)(=O)C(C)(C)C.C([O-])([O-])=O.[K+].[K+]. (2) Given the product [Cl:1][C:2]1[CH:3]=[C:4]([C:8]2[O:9][N:10]=[C:11]3[CH:16]=[CH:15][C:14]([CH:17]=[O:18])=[CH:13][C:12]=23)[CH:5]=[CH:6][CH:7]=1, predict the reactants needed to synthesize it. The reactants are: [Cl:1][C:2]1[CH:3]=[C:4]([C:8]2[O:9][N:10]=[C:11]3[CH:16]=[CH:15][C:14]([CH:17]4OCC[O:18]4)=[CH:13][C:12]=23)[CH:5]=[CH:6][CH:7]=1. (3) Given the product [Si:1]([O:18][CH2:19][C@@H:20]([C@H:22]1[O:26][N:25]=[C:24]([C:27]#[CH:28])[CH2:23]1)[OH:21])([C:14]([CH3:17])([CH3:16])[CH3:15])([C:8]1[CH:13]=[CH:12][CH:11]=[CH:10][CH:9]=1)[C:2]1[CH:7]=[CH:6][CH:5]=[CH:4][CH:3]=1, predict the reactants needed to synthesize it. The reactants are: [Si:1]([O:18][CH2:19][C@@H:20]([C@H:22]1[O:26][N:25]=[C:24]([C:27]#[C:28][Si](C)(C)C)[CH2:23]1)[OH:21])([C:14]([CH3:17])([CH3:16])[CH3:15])([C:8]1[CH:13]=[CH:12][CH:11]=[CH:10][CH:9]=1)[C:2]1[CH:7]=[CH:6][CH:5]=[CH:4][CH:3]=1.CC(C)=O.CCOC(C)=O. (4) Given the product [C:7]([C:6]1[CH:9]=[C:10]([C:23]2[N:24]=[CH:25][C:26]([C:29]3[C:30]([O:44][CH3:45])=[C:31]([CH2:36][CH2:37][CH2:38][C:39]([O:41][CH2:42][CH3:43])=[O:40])[CH:32]=[C:33]([F:35])[CH:34]=3)=[CH:27][N:28]=2)[CH:11]=[CH:12][C:5]=1[O:4][CH:2]([CH3:1])[CH3:3])#[N:8], predict the reactants needed to synthesize it. The reactants are: [CH3:1][CH:2]([O:4][C:5]1[CH:12]=[CH:11][C:10](B2OC(C)(C)C(C)(C)O2)=[CH:9][C:6]=1[C:7]#[N:8])[CH3:3].Cl[C:23]1[N:28]=[CH:27][C:26]([C:29]2[C:30]([O:44][CH3:45])=[C:31]([CH2:36][CH2:37][CH2:38][C:39]([O:41][CH2:42][CH3:43])=[O:40])[CH:32]=[C:33]([F:35])[CH:34]=2)=[CH:25][N:24]=1.P([O-])([O-])([O-])=O.[K+].[K+].[K+]. (5) Given the product [CH2:1]([O:3][C:4]([C:6]1[C:7]([OH:26])=[C:8]2[CH:16]=[CH:15][N:14]([C:19]3[CH:24]=[CH:23][C:22]([F:25])=[CH:21][CH:20]=3)[C:9]2=[C:10]([C:12]#[N:13])[N:11]=1)=[O:5])[CH3:2], predict the reactants needed to synthesize it. The reactants are: [CH2:1]([O:3][C:4]([C:6]1[C:7]([OH:26])=[C:8]2[C:16](Br)=[C:15](Br)[N:14]([C:19]3[CH:24]=[CH:23][C:22]([F:25])=[CH:21][CH:20]=3)[C:9]2=[C:10]([C:12]#[N:13])[N:11]=1)=[O:5])[CH3:2].C([O-])=O.[NH4+]. (6) Given the product [C:1]([O:5][C:6]([N:8]1[CH2:20][C@@H:19]([CH3:21])[N:18]2[C@H:10]([CH2:11][C:12]3[C:17]2=[N:16][C:15]([Cl:22])=[C:14]([CH3:23])[CH:13]=3)[CH2:9]1)=[O:7])([CH3:3])([CH3:4])[CH3:2], predict the reactants needed to synthesize it. The reactants are: [C:1]([O:5][C:6]([N:8]1[CH2:20][C@@H:19]([CH3:21])[N:18]2[C:10](=[CH:11][C:12]3[C:17]2=[N:16][C:15]([Cl:22])=[C:14]([CH3:23])[CH:13]=3)[CH2:9]1)=[O:7])([CH3:4])([CH3:3])[CH3:2].C([BH3-])#N.[Na+]. (7) Given the product [NH2:1][C:2]1[CH:3]=[C:4]2[C:8](=[CH:9][C:10]=1[I:26])[CH2:7][N:6]([C:11]([O:13][CH2:14][C:15]1[CH:16]=[CH:17][CH:18]=[CH:19][CH:20]=1)=[O:12])[CH2:5]2, predict the reactants needed to synthesize it. The reactants are: [NH2:1][C:2]1[CH:3]=[C:4]2[C:8](=[CH:9][CH:10]=1)[CH2:7][N:6]([C:11]([O:13][CH2:14][C:15]1[CH:20]=[CH:19][CH:18]=[CH:17][CH:16]=1)=[O:12])[CH2:5]2.C([O-])(O)=O.[Na+].[I:26]Cl. (8) Given the product [C:1]([O:5][C:6]([C@@:8]12[CH2:15][CH2:14][C@H:13]([F:16])[C@@H:12]1[CH2:11][N:10]([C:38]([O:37][CH2:30][C:31]1[CH:36]=[CH:35][CH:34]=[CH:33][CH:32]=1)=[O:39])[CH2:9]2)=[O:7])([CH3:4])([CH3:2])[CH3:3], predict the reactants needed to synthesize it. The reactants are: [C:1]([O:5][C:6]([C@@:8]12[CH2:15][CH2:14][C@H:13]([F:16])[C@H:12]1[C:11](=O)[N:10]([C@@H](C1C=CC=CC=1)C)[CH2:9]2)=[O:7])([CH3:4])([CH3:3])[CH3:2].C(O)C.O.[CH2:30]([O:37][C:38](Cl)=[O:39])[C:31]1[CH:36]=[CH:35][CH:34]=[CH:33][CH:32]=1.